From a dataset of Catalyst prediction with 721,799 reactions and 888 catalyst types from USPTO. Predict which catalyst facilitates the given reaction. Reactant: [C:1](OC(=NC(C)C)NC(C)C)([CH3:4])([CH3:3])[CH3:2].Cl.[Br:16][C:17]1[CH:22]=[CH:21][C:20]([NH:23][C:24]2[C:29]([C:30]([OH:32])=[O:31])=[CH:28][N:27]=[C:26]([Cl:33])[CH:25]=2)=[C:19]([Cl:34])[CH:18]=1. Product: [C:1]([O:31][C:30](=[O:32])[C:29]1[C:24]([NH:23][C:20]2[CH:21]=[CH:22][C:17]([Br:16])=[CH:18][C:19]=2[Cl:34])=[CH:25][C:26]([Cl:33])=[N:27][CH:28]=1)([CH3:4])([CH3:3])[CH3:2]. The catalyst class is: 49.